This data is from CYP3A4 substrate classification data from Carbon-Mangels et al.. The task is: Regression/Classification. Given a drug SMILES string, predict its absorption, distribution, metabolism, or excretion properties. Task type varies by dataset: regression for continuous measurements (e.g., permeability, clearance, half-life) or binary classification for categorical outcomes (e.g., BBB penetration, CYP inhibition). Dataset: cyp3a4_substrate_carbonmangels. (1) The drug is CCS(=O)(=O)CCn1c([N+](=O)[O-])cnc1C. The result is 1 (substrate). (2) The drug is O=C1c2ccccc2C(=O)c2ccccc21. The result is 0 (non-substrate). (3) The compound is Cc1ccnc(NS(=O)(=O)c2ccc(N)cc2)n1. The result is 0 (non-substrate).